Regression/Classification. Given a drug SMILES string, predict its absorption, distribution, metabolism, or excretion properties. Task type varies by dataset: regression for continuous measurements (e.g., permeability, clearance, half-life) or binary classification for categorical outcomes (e.g., BBB penetration, CYP inhibition). Dataset: cyp2d6_veith. From a dataset of CYP2D6 inhibition data for predicting drug metabolism from PubChem BioAssay. (1) The compound is CN(Cc1cc(Cl)cc(Cl)c1O)Cc1c(O)ccc2ccccc12. The result is 1 (inhibitor). (2) The result is 1 (inhibitor). The molecule is COc1ccc(Nc2nc(N)nc(CN(C)C3CCCCC3)n2)cc1.